This data is from Full USPTO retrosynthesis dataset with 1.9M reactions from patents (1976-2016). The task is: Predict the reactants needed to synthesize the given product. (1) Given the product [Br:1][C:2]1[CH:7]=[CH:6][C:5]([C:8]([OH:14])([C:11]#[C:12][CH3:13])[CH2:9][N:16]2[CH:20]=[N:19][CH:18]=[N:17]2)=[C:4]([Cl:15])[CH:3]=1, predict the reactants needed to synthesize it. The reactants are: [Br:1][C:2]1[CH:7]=[CH:6][C:5]([C:8]([OH:14])([C:11]#[C:12][CH3:13])[CH2:9]Cl)=[C:4]([Cl:15])[CH:3]=1.[NH:16]1[CH:20]=[N:19][CH:18]=[N:17]1.[OH-].[Na+]. (2) Given the product [Br:1][C:2]1[CH:7]=[CH:6][C:5]([CH:8]([C:22]2[CH:27]=[CH:26][CH:25]=[CH:24][C:23]=2[CH3:28])[CH2:9]/[C:10](/[C:12]2[CH:13]=[CH:14][C:15](=[O:21])[N:16]([CH:18]([CH3:20])[CH3:19])[CH:17]=2)=[N:30]\[OH:31])=[CH:4][CH:3]=1, predict the reactants needed to synthesize it. The reactants are: [Br:1][C:2]1[CH:7]=[CH:6][C:5]([CH:8]([C:22]2[CH:27]=[CH:26][CH:25]=[CH:24][C:23]=2[CH3:28])[CH2:9][C:10]([C:12]2[CH:13]=[CH:14][C:15](=[O:21])[N:16]([CH:18]([CH3:20])[CH3:19])[CH:17]=2)=O)=[CH:4][CH:3]=1.Cl.[NH2:30][OH:31].C([O-])(O)=O.[Na+]. (3) Given the product [CH2:8]([N:15]1[C:19]2[CH:20]=[CH:21][CH:22]=[CH:23][C:18]=2[N:17]=[C:16]1[CH2:24][CH2:25][C:26]#[C:27][C:2]1[CH:7]=[CH:6][CH:5]=[CH:4][N:3]=1)[C:9]1[CH:10]=[CH:11][CH:12]=[CH:13][CH:14]=1, predict the reactants needed to synthesize it. The reactants are: I[C:2]1[CH:7]=[CH:6][CH:5]=[CH:4][N:3]=1.[CH2:8]([N:15]1[C:19]2[CH:20]=[CH:21][CH:22]=[CH:23][C:18]=2[N:17]=[C:16]1[CH2:24][CH2:25][C:26]#[CH:27])[C:9]1[CH:14]=[CH:13][CH:12]=[CH:11][CH:10]=1. (4) Given the product [CH3:25][C:19]1([CH3:26])[C:20](=[O:21])[NH:1][C:2]2[CH:7]=[CH:6][C:5]([N+:8]([O-:10])=[O:9])=[CH:4][C:3]=2[O:11]1, predict the reactants needed to synthesize it. The reactants are: [NH2:1][C:2]1[CH:7]=[CH:6][C:5]([N+:8]([O-:10])=[O:9])=[CH:4][C:3]=1[OH:11].C(=O)([O-])[O-].[K+].[K+].Br[C:19]([CH3:26])([CH3:25])[C:20](OCC)=[O:21].O. (5) Given the product [OH:8][C:9]1[CH:14]=[CH:13][CH:12]=[CH:11][C:10]=1[C:15]1[NH:19][N:18]=[C:17]([C:20]([NH:22][CH2:23][C:24]([OH:26])=[O:25])=[O:21])[CH:16]=1, predict the reactants needed to synthesize it. The reactants are: C([O:8][C:9]1[CH:14]=[CH:13][CH:12]=[CH:11][C:10]=1[C:15]1[NH:19][N:18]=[C:17]([C:20]([NH:22][CH2:23][C:24]([OH:26])=[O:25])=[O:21])[CH:16]=1)C1C=CC=CC=1. (6) Given the product [CH3:40][O:39][C:36]1[CH:35]=[CH:34][C:33]([CH2:32][O:31][C:29]2[CH:30]=[CH:25][C:26]([N+:41]([O-:43])=[O:42])=[C:27]([NH:1][C:2]3[S:6][C:5]([C:7]([O:9][CH3:10])=[O:8])=[C:4]([O:11][C@@H:12]([C:14]4[CH:19]=[CH:18][CH:17]=[CH:16][C:15]=4[C:20]([F:23])([F:21])[F:22])[CH3:13])[CH:3]=3)[CH:28]=2)=[CH:38][CH:37]=1, predict the reactants needed to synthesize it. The reactants are: [NH2:1][C:2]1[S:6][C:5]([C:7]([O:9][CH3:10])=[O:8])=[C:4]([O:11][C@@H:12]([C:14]2[CH:19]=[CH:18][CH:17]=[CH:16][C:15]=2[C:20]([F:23])([F:22])[F:21])[CH3:13])[CH:3]=1.Br[C:25]1[CH:30]=[C:29]([O:31][CH2:32][C:33]2[CH:38]=[CH:37][C:36]([O:39][CH3:40])=[CH:35][CH:34]=2)[CH:28]=[CH:27][C:26]=1[N+:41]([O-:43])=[O:42]. (7) Given the product [N:1]1([C:7]2[CH:8]=[CH:9][C:10]3[O:14][C:13]([C:15]([NH2:20])=[O:16])=[CH:12][C:11]=3[CH:19]=2)[CH2:6][CH2:5][NH:4][CH2:3][CH2:2]1, predict the reactants needed to synthesize it. The reactants are: [N:1]1([C:7]2[CH:8]=[CH:9][C:10]3[O:14][C:13]([C:15](OC)=[O:16])=[CH:12][C:11]=3[CH:19]=2)[CH2:6][CH2:5][NH:4][CH2:3][CH2:2]1.[NH3:20].Cl. (8) Given the product [NH2:7][C:8]1[CH:9]=[C:10]([NH:14][C:15]2[C:16]3[C:23]([C:24]([C:25]4[CH:26]=[CH:27][CH:28]=[CH:29][CH:30]=4)=[O:31])=[CH:22][NH:21][C:17]=3[N:18]=[CH:19][N:20]=2)[CH:11]=[CH:12][CH:13]=1, predict the reactants needed to synthesize it. The reactants are: C(OC(=O)[NH:7][C:8]1[CH:13]=[CH:12][CH:11]=[C:10]([NH:14][C:15]2[C:16]3[C:23]([C:24](=[O:31])[C:25]4[CH:30]=[CH:29][CH:28]=[CH:27][CH:26]=4)=[CH:22][NH:21][C:17]=3[N:18]=[CH:19][N:20]=2)[CH:9]=1)(C)(C)C.C(O)(C(F)(F)F)=O.